From a dataset of Forward reaction prediction with 1.9M reactions from USPTO patents (1976-2016). Predict the product of the given reaction. (1) Given the reactants ClC1N=C(N[C@H]([C:11]2[N:12]([C:28]3[CH:33]=[CH:32][CH:31]=[CH:30][CH:29]=3)[C:13](=[O:27])[C:14]3[C:19]([CH:20]=2)=[CH:18][CH:17]=[CH:16][C:15]=3[C:21]2[CH:22]=[N:23][N:24]([CH3:26])[CH:25]=2)C)C(I)=CN=1.[OH-].[NH4+], predict the reaction product. The product is: [CH3:26][N:24]1[CH:25]=[C:21]([C:15]2[CH:16]=[CH:17][CH:18]=[C:19]3[C:14]=2[C:13](=[O:27])[N:12]([C:28]2[CH:33]=[CH:32][CH:31]=[CH:30][CH:29]=2)[CH:11]=[CH:20]3)[CH:22]=[N:23]1. (2) Given the reactants [NH2:1][C:2]1[N:11]=[C:10]([C:12]([N:14]2[CH2:22][C:21]3[C:16](=[CH:17][CH:18]=[CH:19][CH:20]=3)[CH2:15]2)=[O:13])[C:9]2[C:4](=[CH:5][CH:6]=[C:7]([C:23]3[CH:28]=[CH:27][CH:26]=[CH:25][C:24]=3[S:29]([OH:32])(=O)=[O:30])[CH:8]=2)[N:3]=1.S(Cl)([Cl:35])=O, predict the reaction product. The product is: [NH2:1][C:2]1[N:11]=[C:10]([C:12]([N:14]2[CH2:22][C:21]3[C:16](=[CH:17][CH:18]=[CH:19][CH:20]=3)[CH2:15]2)=[O:13])[C:9]2[C:4](=[CH:5][CH:6]=[C:7]([C:23]3[CH:28]=[CH:27][CH:26]=[CH:25][C:24]=3[S:29]([Cl:35])(=[O:32])=[O:30])[CH:8]=2)[N:3]=1.